This data is from Reaction yield outcomes from USPTO patents with 853,638 reactions. The task is: Predict the reaction yield, written as a fraction of the theoretical maximum amount of product (1.0 means a 100% yield; for example, 0.34 means a 34% yield). (1) The reactants are [C:1]1([C:7]2[CH:8]=[C:9]3[N:14]([CH:15]=2)[CH:13]=[CH:12][CH:11]=[CH:10]3)[CH:6]=[CH:5][CH:4]=[CH:3][CH:2]=1. The catalyst is [Ni].C(O)C. The product is [C:1]1([C:7]2[CH:8]=[C:9]3[N:14]([CH:15]=2)[CH2:13][CH2:12][CH2:11][CH2:10]3)[CH:2]=[CH:3][CH:4]=[CH:5][CH:6]=1. The yield is 0.650. (2) The reactants are [CH2:1]([O:8][C:9]1[CH:16]=[CH:15][C:14]([N+:17]([O-])=O)=[CH:13][C:10]=1[CH2:11][OH:12])[C:2]1[CH:7]=[CH:6][CH:5]=[CH:4][CH:3]=1.OCC1C=C(C=CC=1OC)N. No catalyst specified. The product is [CH2:1]([O:8][C:9]1[CH:16]=[CH:15][C:14]([NH2:17])=[CH:13][C:10]=1[CH2:11][OH:12])[C:2]1[CH:3]=[CH:4][CH:5]=[CH:6][CH:7]=1. The yield is 0.860. (3) The reactants are Br[C:2]1[CH:3]=[C:4]([CH:8]=[CH:9][CH:10]=1)[C:5]([OH:7])=[O:6].[Na+].[I-:12].CN[C@@H]1CCCC[C@H]1NC.C[Si](C)(C)N[Si](C)(C)C.Cl. The catalyst is [Cu]I.O1CCOCC1. The product is [I:12][C:2]1[CH:3]=[C:4]([CH:8]=[CH:9][CH:10]=1)[C:5]([OH:7])=[O:6]. The yield is 0.900. (4) The reactants are [C:1]1([S:7]([N:10]2[CH:14]=[CH:13][CH:12]=[CH:11]2)(=[O:9])=[O:8])[CH:6]=[CH:5][CH:4]=[CH:3][CH:2]=1.[C:15]1([CH3:24])[CH:20]=[CH:19][C:18]([C:21](Cl)=[O:22])=[CH:17][CH:16]=1. The catalyst is C(Cl)Cl. The product is [C:1]1([S:7]([N:10]2[CH:11]=[CH:12][CH:13]=[C:14]2[C:21]([C:18]2[CH:19]=[CH:20][C:15]([CH3:24])=[CH:16][CH:17]=2)=[O:22])(=[O:9])=[O:8])[CH:2]=[CH:3][CH:4]=[CH:5][CH:6]=1. The yield is 0.710. (5) The reactants are [C:1]1([CH2:7][O:8][CH2:9][C:10]2[N:15]=[C:14]([C:16]3[CH:21]=[CH:20][C:19]([C:22]([F:25])([F:24])[F:23])=[CH:18][CH:17]=3)[NH:13][C:12](=O)[CH:11]=2)[CH:6]=[CH:5][CH:4]=[CH:3][CH:2]=1.O=P(Cl)(Cl)[Cl:29].O. The catalyst is CC#N. The product is [Cl:29][C:12]1[CH:11]=[C:10]([CH2:9][O:8][CH2:7][C:1]2[CH:6]=[CH:5][CH:4]=[CH:3][CH:2]=2)[N:15]=[C:14]([C:16]2[CH:21]=[CH:20][C:19]([C:22]([F:25])([F:24])[F:23])=[CH:18][CH:17]=2)[N:13]=1. The yield is 0.840. (6) The yield is 0.930. The catalyst is C(O)C. The reactants are C[O:2][C:3](=[O:31])[CH2:4][O:5][C:6]1[CH:11]=[CH:10][C:9]([S:12][CH2:13][CH:14]=[C:15]([C:23]2[CH:28]=[CH:27][C:26]([Br:29])=[CH:25][CH:24]=2)[C:16]2[CH:21]=[CH:20][C:19]([Br:22])=[CH:18][CH:17]=2)=[CH:8][C:7]=1[CH3:30].[OH-].[Na+].O.Cl. The product is [Br:29][C:26]1[CH:25]=[CH:24][C:23]([C:15]([C:16]2[CH:21]=[CH:20][C:19]([Br:22])=[CH:18][CH:17]=2)=[CH:14][CH2:13][S:12][C:9]2[CH:10]=[CH:11][C:6]([O:5][CH2:4][C:3]([OH:31])=[O:2])=[C:7]([CH3:30])[CH:8]=2)=[CH:28][CH:27]=1.